This data is from Forward reaction prediction with 1.9M reactions from USPTO patents (1976-2016). The task is: Predict the product of the given reaction. (1) Given the reactants C[O:2][C:3](=[O:11])[C:4]1[CH:9]=[CH:8][CH:7]=[C:6]([NH2:10])[CH:5]=1.[N:12]([CH2:15][C:16](OCC)=[O:17])=[C:13]=[O:14], predict the reaction product. The product is: [O:14]=[C:13]1[NH:12][CH2:15][C:16](=[O:17])[N:10]1[C:6]1[CH:5]=[C:4]([CH:9]=[CH:8][CH:7]=1)[C:3]([OH:2])=[O:11]. (2) Given the reactants N[C:2]1[N:6]([C:7]2[C:12]([F:13])=[CH:11][CH:10]=[CH:9][C:8]=2[F:14])[N:5]=[C:4]([C:15]([O:17][CH2:18][CH3:19])=[O:16])[CH:3]=1.S(=O)(=O)(O)O.[I-:25].[K+], predict the reaction product. The product is: [F:14][C:8]1[CH:9]=[CH:10][CH:11]=[C:12]([F:13])[C:7]=1[N:6]1[C:2]([I:25])=[CH:3][C:4]([C:15]([O:17][CH2:18][CH3:19])=[O:16])=[N:5]1. (3) Given the reactants [NH2:1][CH:2]([CH:31]1[C:43]2[CH:42]=[CH:41][CH:40]=[CH:39][C:38]=2[C:37]2[C:32]1=[CH:33][CH:34]=[CH:35][CH:36]=2)[O:3][C:4]([CH:6]([CH2:9][CH2:10][CH2:11][CH2:12][C:13]([O:15][CH:16]([NH2:30])[CH:17]1[C:29]2[CH:28]=[CH:27][CH:26]=[CH:25][C:24]=2[C:23]2[C:18]1=[CH:19][CH:20]=[CH:21][CH:22]=2)=[O:14])[CH2:7][OH:8])=[O:5].CC(OI1(OC(C)=O)(OC(C)=O)OC(=O)C2C=CC=CC1=2)=O.CCOC(C)=O, predict the reaction product. The product is: [NH2:1][CH:2]([CH:31]1[C:32]2[CH:33]=[CH:34][CH:35]=[CH:36][C:37]=2[C:38]2[C:43]1=[CH:42][CH:41]=[CH:40][CH:39]=2)[O:3][C:4]([CH:6]([CH2:9][CH2:10][CH2:11][CH2:12][C:13]([O:15][CH:16]([NH2:30])[CH:17]1[C:29]2[CH:28]=[CH:27][CH:26]=[CH:25][C:24]=2[C:23]2[C:18]1=[CH:19][CH:20]=[CH:21][CH:22]=2)=[O:14])[CH:7]=[O:8])=[O:5]. (4) Given the reactants F[C:2]1[CH:9]=[CH:8][C:5]([CH:6]=[O:7])=[CH:4][CH:3]=1.[Cl:10][C:11]1[CH:16]=[CH:15][C:14]([SH:17])=[CH:13][CH:12]=1.C(=O)([O-])[O-].[Na+].[Na+], predict the reaction product. The product is: [Cl:10][C:11]1[CH:16]=[CH:15][C:14]([S:17][C:2]2[CH:9]=[CH:8][C:5]([CH:6]=[O:7])=[CH:4][CH:3]=2)=[CH:13][CH:12]=1. (5) Given the reactants [CH2:1]1[C:10]2[C:5](=[CH:6][CH:7]=[CH:8][CH:9]=2)[CH2:4][CH2:3][NH:2]1.[F-].[K+].[N+](C1C=C(S(O[CH2:26][C@H:27]2[CH2:29][O:28]2)(=O)=O)C=CC=1)([O-])=O, predict the reaction product. The product is: [O:28]1[CH2:29][C@@H:27]1[CH2:26][N:2]1[CH2:3][CH2:4][C:5]2[C:10](=[CH:9][CH:8]=[CH:7][CH:6]=2)[CH2:1]1. (6) Given the reactants [CH2:1]([O:8][C:9]1[CH:15]=[C:14]([Br:16])[CH:13]=[C:12]([N+:17]([O-:19])=[O:18])[C:10]=1[NH2:11])[C:2]1[CH:7]=[CH:6][CH:5]=[CH:4][CH:3]=1.[C:20](OC(=O)C)(=[O:22])[CH3:21].O, predict the reaction product. The product is: [CH2:1]([O:8][C:9]1[CH:15]=[C:14]([Br:16])[CH:13]=[C:12]([N+:17]([O-:19])=[O:18])[C:10]=1[NH:11][C:20](=[O:22])[CH3:21])[C:2]1[CH:7]=[CH:6][CH:5]=[CH:4][CH:3]=1. (7) Given the reactants C(OC([NH:8][C:9]1[CH:14]=[CH:13][CH:12]=[CH:11][C:10]=1[C:15]1[N:16]([CH2:34][CH2:35][C:36]([OH:38])=[O:37])[C:17]2[C:22]([C:23]=1[CH:24]1[CH2:29][CH2:28][CH2:27][CH2:26][CH2:25]1)=[CH:21][CH:20]=[C:19]([C:30]([O:32][CH3:33])=[O:31])[CH:18]=2)=O)(C)(C)C.C(O)(C(F)(F)F)=O, predict the reaction product. The product is: [NH2:8][C:9]1[CH:14]=[CH:13][CH:12]=[CH:11][C:10]=1[C:15]1[N:16]([CH2:34][CH2:35][C:36]([OH:38])=[O:37])[C:17]2[C:22]([C:23]=1[CH:24]1[CH2:25][CH2:26][CH2:27][CH2:28][CH2:29]1)=[CH:21][CH:20]=[C:19]([C:30]([O:32][CH3:33])=[O:31])[CH:18]=2.